This data is from Full USPTO retrosynthesis dataset with 1.9M reactions from patents (1976-2016). The task is: Predict the reactants needed to synthesize the given product. (1) Given the product [OH:51][C:45]([C:47]([F:50])([F:49])[F:48])=[O:46].[CH2:1]([C:8]1[CH:9]=[C:10]([C:14](=[O:23])[CH2:15][C:16]([C:18]2[N:19]([CH2:24][C:25]3[CH:30]=[CH:29][CH:28]=[CH:27][CH:26]=3)[CH:20]=[CH:21][N:22]=2)=[O:17])[CH:11]=[CH:12][CH:13]=1)[C:2]1[CH:7]=[CH:6][CH:5]=[CH:4][CH:3]=1, predict the reactants needed to synthesize it. The reactants are: [CH2:1]([C:8]1[CH:9]=[C:10]([C:14](=[O:23])[CH2:15][C:16]([C:18]2[NH:19][CH:20]=[CH:21][N:22]=2)=[O:17])[CH:11]=[CH:12][CH:13]=1)[C:2]1[CH:7]=[CH:6][CH:5]=[CH:4][CH:3]=1.[CH2:24](N1C=CN=C1C=O)[C:25]1[CH:30]=[CH:29][CH:28]=[CH:27][CH:26]=1.[SiH](CC)(CC)CC.[C:45]([OH:51])([C:47]([F:50])([F:49])[F:48])=[O:46]. (2) Given the product [ClH:9].[Cl:24][C:21]1[CH:22]=[CH:23][C:18]([NH:17][C:15](=[O:16])[C:14]2[CH:25]=[C:26]([O:29][CH3:30])[CH:27]=[CH:28][C:13]=2[NH:12][C:7](=[O:8])[C:6]2[CH:10]=[CH:11][C:3]([C:1]#[N:2])=[CH:4][CH:5]=2)=[N:19][CH:20]=1, predict the reactants needed to synthesize it. The reactants are: [C:1]([C:3]1[CH:11]=[CH:10][C:6]([C:7]([Cl:9])=[O:8])=[CH:5][CH:4]=1)#[N:2].[NH2:12][C:13]1[CH:28]=[CH:27][C:26]([O:29][CH3:30])=[CH:25][C:14]=1[C:15]([NH:17][C:18]1[CH:23]=[CH:22][C:21]([Cl:24])=[CH:20][N:19]=1)=[O:16].N1C=CC=CC=1. (3) Given the product [CH3:14][O:13][C:11](=[O:12])[CH:10]([S:7]([C:1]1[CH:2]=[CH:3][CH:4]=[CH:5][CH:6]=1)(=[O:9])=[O:8])[CH:20]1[CH2:21][CH2:22][CH2:23][C:18](=[O:24])[CH2:19]1, predict the reactants needed to synthesize it. The reactants are: [C:1]1([S:7]([CH2:10][C:11]([O:13][CH3:14])=[O:12])(=[O:9])=[O:8])[CH:6]=[CH:5][CH:4]=[CH:3][CH:2]=1.C[O-].[Na+].[C:18]1(=[O:24])[CH2:23][CH2:22][CH2:21][CH:20]=[CH:19]1.